Dataset: Catalyst prediction with 721,799 reactions and 888 catalyst types from USPTO. Task: Predict which catalyst facilitates the given reaction. (1) Reactant: [Cl:1][C:2]1[CH:3]=[C:4]([C@@H:8]([C@@H:17]2[CH2:22][CH2:21][CH2:20][N:19]([C:23](=[O:36])[NH:24][CH2:25][C@@H:26]([NH:34][CH3:35])[CH2:27][C@H:28]3[CH2:33][CH2:32][CH2:31][O:30][CH2:29]3)[CH2:18]2)[O:9][CH2:10][CH2:11][NH:12][C:13](=[O:16])[O:14][CH3:15])[CH:5]=[CH:6][CH:7]=1.[C:37]([OH:44])(=[O:43])/[CH:38]=[CH:39]/[C:40]([OH:42])=[O:41]. Product: [C:37]([OH:44])(=[O:43])/[CH:38]=[CH:39]/[C:40]([OH:42])=[O:41].[Cl:1][C:2]1[CH:3]=[C:4]([C@@H:8]([C@@H:17]2[CH2:22][CH2:21][CH2:20][N:19]([C:23](=[O:36])[NH:24][CH2:25][C@@H:26]([NH:34][CH3:35])[CH2:27][C@H:28]3[CH2:33][CH2:32][CH2:31][O:30][CH2:29]3)[CH2:18]2)[O:9][CH2:10][CH2:11][NH:12][C:13](=[O:16])[O:14][CH3:15])[CH:5]=[CH:6][CH:7]=1. The catalyst class is: 8. (2) Reactant: [C:1]([C:4]1[CH:9]=[C:8]([Cl:10])[CH:7]=[C:6]([CH3:11])[C:5]=1[NH:12][C:13]([C:15]1[N:16]([C:24]2[C:29]([Cl:30])=[CH:28][CH:27]=[CH:26][N:25]=2)[N:17]=[C:18]([C:20]([F:23])([F:22])[F:21])[CH:19]=1)=O)(=[O:3])[NH2:2].[OH-].[Na+].O.Cl. Product: [Cl:10][C:8]1[CH:9]=[C:4]2[C:5](=[C:6]([CH3:11])[CH:7]=1)[NH:12][C:13]([C:15]1[N:16]([C:24]3[C:29]([Cl:30])=[CH:28][CH:27]=[CH:26][N:25]=3)[N:17]=[C:18]([C:20]([F:23])([F:22])[F:21])[CH:19]=1)=[N:2][C:1]2=[O:3]. The catalyst class is: 5. (3) The catalyst class is: 22. Product: [Br:1][C:2]1[CH:7]=[CH:6][C:5]([S:10]([Cl:9])(=[O:12])=[O:11])=[C:4]([CH3:8])[CH:3]=1. Reactant: [Br:1][C:2]1[CH:7]=[CH:6][CH:5]=[C:4]([CH3:8])[CH:3]=1.[Cl:9][S:10](O)(=[O:12])=[O:11]. (4) The catalyst class is: 4. Product: [C:1]([O:5][C:6](=[O:7])[NH:8][CH2:9][CH:10]1[CH2:11][CH2:12][CH:13]([C:16]([N:65]2[CH2:64][C:63]3[CH:62]=[N:61][N:60]([CH3:66])[C:59]=3[NH:58][C:57]3[CH:67]=[C:53]([Cl:52])[CH:54]=[CH:55][C:56]2=3)=[O:18])[CH2:14][CH2:15]1)([CH3:2])([CH3:3])[CH3:4]. Reactant: [C:1]([O:5][C:6]([NH:8][CH2:9][CH:10]1[CH2:15][CH2:14][CH:13]([C:16]([OH:18])=O)[CH2:12][CH2:11]1)=[O:7])([CH3:4])([CH3:3])[CH3:2].CCN(C(C)C)C(C)C.C1CN([P+](Br)(N2CCCC2)N2CCCC2)CC1.F[P-](F)(F)(F)(F)F.[Cl:52][C:53]1[CH:54]=[CH:55][C:56]2[NH:65][CH2:64][C:63]3[CH:62]=[N:61][N:60]([CH3:66])[C:59]=3[NH:58][C:57]=2[CH:67]=1. (5) The catalyst class is: 138. Product: [C:1]([C:5]1[CH:6]=[C:7]2[C:12](=[C:13]([F:15])[CH:14]=1)[C:11](=[O:16])[N:10]([C:17]1[C:18]([CH2:19][OH:20])=[C:21]([C:25]3[CH:30]=[C:29]([NH:31][C:32]4[CH:37]=[CH:36][C:35]([C:38]([N:40]5[CH2:45][CH2:44][O:43][CH2:42][C@@H:41]5[CH3:46])=[O:39])=[CH:34][N:33]=4)[C:28](=[O:47])[N:27]([CH3:48])[CH:26]=3)[CH:22]=[CH:23][N:24]=1)[N:9]=[CH:8]2)([CH3:3])([CH3:2])[CH3:4]. Reactant: [C:1]([C:5]1[CH:6]=[C:7]2[C:12](=[C:13]([F:15])[CH:14]=1)[C:11](=[O:16])[N:10]([C:17]1[N:24]=[CH:23][CH:22]=[C:21]([C:25]3[CH:30]=[C:29]([NH:31][C:32]4[CH:37]=[CH:36][C:35]([C:38]([N:40]5[CH2:45][CH2:44][O:43][CH2:42][C@@H:41]5[CH3:46])=[O:39])=[CH:34][N:33]=4)[C:28](=[O:47])[N:27]([CH3:48])[CH:26]=3)[C:18]=1[CH:19]=[O:20])[N:9]=[CH:8]2)([CH3:4])([CH3:3])[CH3:2].[BH4-].[Na+].